This data is from Catalyst prediction with 721,799 reactions and 888 catalyst types from USPTO. The task is: Predict which catalyst facilitates the given reaction. (1) Reactant: [O:1]1[C:5]2[CH:6]=[CH:7][CH:8]=[CH:9][C:4]=2[N:3]=[C:2]1[N:10]([CH2:23][C:24]1[CH:29]=[CH:28][CH:27]=[C:26]([OH:30])[CH:25]=1)[CH2:11][CH2:12][CH2:13][O:14][C:15]1[CH:20]=[CH:19][C:18]([O:21][CH3:22])=[CH:17][CH:16]=1.C(N(CC)CC)C.FC(F)(F)S(O[C@H:44]1[CH2:49][CH2:48][O:47][C:45]1=[O:46])(=O)=O.O. Product: [O:1]1[C:5]2[CH:6]=[CH:7][CH:8]=[CH:9][C:4]=2[N:3]=[C:2]1[N:10]([CH2:23][C:24]1[CH:25]=[C:26]([O:30][C@@H:44]2[CH2:49][CH2:48][O:47][C:45]2=[O:46])[CH:27]=[CH:28][CH:29]=1)[CH2:11][CH2:12][CH2:13][O:14][C:15]1[CH:20]=[CH:19][C:18]([O:21][CH3:22])=[CH:17][CH:16]=1. The catalyst class is: 4. (2) Reactant: Cl.[CH3:2][NH:3][OH:4].[CH3:5][O-:6].[Na+].[Br:8][C:9]1[CH:10]=[C:11]2C(=[CH:17][CH:18]=1)O[CH:14]([C:19]1[CH:20]=[N:21][CH:22]=[CH:23][CH:24]=1)[CH2:13]/[C:12]/2=[N:25]\[C:26]#[N:27]. Product: [Br:8][C:9]1[CH:10]=[C:11]2[C:12]3([O:4][N:3]([CH3:2])[C:26]([NH2:27])=[N:25]3)[CH2:13][CH:14]([C:19]3[CH:20]=[N:21][CH:22]=[CH:23][CH:24]=3)[O:6][C:5]2=[CH:17][CH:18]=1. The catalyst class is: 5. (3) Reactant: [CH2:1]([N:3]1[C:7]2=[N:8][C:9]([CH2:24][CH3:25])=[C:10]([C:19](OCC)=[O:20])[C:11]([NH:12][CH:13]3[CH2:18][CH2:17][O:16][CH2:15][CH2:14]3)=[C:6]2[CH:5]=[N:4]1)[CH3:2].[H-].C([Al+]CC(C)C)C(C)C. Product: [CH2:1]([N:3]1[C:7]2=[N:8][C:9]([CH2:24][CH3:25])=[C:10]([CH2:19][OH:20])[C:11]([NH:12][CH:13]3[CH2:14][CH2:15][O:16][CH2:17][CH2:18]3)=[C:6]2[CH:5]=[N:4]1)[CH3:2]. The catalyst class is: 426. (4) Reactant: C([N:8]1[C@@H:17]2[C@:12]([OH:18])([CH2:13][CH2:14][CH2:15][CH2:16]2)[CH:11]([NH:19][C:20]2[CH:25]=[CH:24][CH:23]=[CH:22][CH:21]=2)[CH2:10][CH2:9]1)C1C=CC=CC=1. Product: [C:20]1([NH:19][CH:11]2[C@:12]3([OH:18])[C@H:17]([CH2:16][CH2:15][CH2:14][CH2:13]3)[NH:8][CH2:9][CH2:10]2)[CH:21]=[CH:22][CH:23]=[CH:24][CH:25]=1. The catalyst class is: 19. (5) Reactant: [Cl:1][C:2]1[CH:7]=[C:6]2[NH:8][C:9](=[O:42])[C@@:10]3([C@H:14]([CH2:15][C:16]([C:19]#[N:20])([CH3:18])[CH3:17])[NH:13][C@@H:12]([C:21]([NH:23][C:24]4[CH:25]=[CH:26][C:27]([C:30]([O:32]C)=[O:31])=[N:28][CH:29]=4)=[O:22])[C@@H:11]3[C:34]3[CH:39]=[CH:38][CH:37]=[C:36]([Cl:40])[C:35]=3[F:41])[C:5]2=[CH:4][CH:3]=1.[OH-].[Na+].Cl. Product: [Cl:1][C:2]1[CH:7]=[C:6]2[NH:8][C:9](=[O:42])[C@@:10]3([C@H:14]([CH2:15][C:16]([C:19]#[N:20])([CH3:18])[CH3:17])[NH:13][C@@H:12]([C:21]([NH:23][C:24]4[CH:25]=[CH:26][C:27]([C:30]([OH:32])=[O:31])=[N:28][CH:29]=4)=[O:22])[C@@H:11]3[C:34]3[CH:39]=[CH:38][CH:37]=[C:36]([Cl:40])[C:35]=3[F:41])[C:5]2=[CH:4][CH:3]=1. The catalyst class is: 36. (6) Reactant: [O:1]=[C:2]1[CH2:7][CH2:6][N:5]([C:8]2[CH:13]=[CH:12][C:11]([N:14]3[CH2:18][C@H:17]([CH2:19][NH:20][C:21](=[O:23])[CH3:22])[O:16][C:15]3=[O:24])=[CH:10][C:9]=2[F:25])[CH2:4][C:3]1([CH3:27])[CH3:26].[C-:28]#[N:29].[K+]. Product: [C:28]([C:2]1([OH:1])[CH2:7][CH2:6][N:5]([C:8]2[CH:13]=[CH:12][C:11]([N:14]3[CH2:18][C@H:17]([CH2:19][NH:20][C:21](=[O:23])[CH3:22])[O:16][C:15]3=[O:24])=[CH:10][C:9]=2[F:25])[CH2:4][C:3]1([CH3:27])[CH3:26])#[N:29]. The catalyst class is: 9. (7) Reactant: [Cl:1][C:2]1[C:15]([C:16]2[NH:20][C:19](=[O:21])[N:18]([C:22]3[CH:27]=[CH:26][C:25]([C:28]([F:31])([F:30])[F:29])=[CH:24][CH:23]=3)[N:17]=2)=[CH:14][C:5]([CH2:6][NH:7]C(=O)C(F)(F)F)=[C:4]([F:32])[CH:3]=1.[OH-].[K+].O. Product: [NH2:7][CH2:6][C:5]1[C:4]([F:32])=[CH:3][C:2]([Cl:1])=[C:15]([C:16]2[NH:20][C:19](=[O:21])[N:18]([C:22]3[CH:23]=[CH:24][C:25]([C:28]([F:30])([F:31])[F:29])=[CH:26][CH:27]=3)[N:17]=2)[CH:14]=1. The catalyst class is: 1. (8) Reactant: [CH2:1]([O:8][C:9]1[CH:14]=[CH:13][C:12]([OH:15])=[C:11]([CH:16]=[CH2:17])[CH:10]=1)[C:2]1[CH:7]=[CH:6][CH:5]=[CH:4][CH:3]=1.[CH3:18][C:19]1[O:23][C:22]([C:24]2[CH:29]=[CH:28][CH:27]=[CH:26][CH:25]=2)=[N:21][C:20]=1[CH2:30][CH2:31]OS(C1C=CC(C)=CC=1)(=O)=O.C(=O)([O-])[O-].[Cs+].[Cs+]. Product: [CH2:1]([O:8][C:9]1[CH:14]=[CH:13][C:12]([O:15][CH2:31][CH2:30][C:20]2[N:21]=[C:22]([C:24]3[CH:29]=[CH:28][CH:27]=[CH:26][CH:25]=3)[O:23][C:19]=2[CH3:18])=[C:11]([CH:16]=[CH2:17])[CH:10]=1)[C:2]1[CH:3]=[CH:4][CH:5]=[CH:6][CH:7]=1. The catalyst class is: 3. (9) Reactant: N1C=CC=CC=1.Cl.[CH3:8][NH:9][O:10][CH3:11].[C:12]([C:20]1[CH:28]=[CH:27][C:23]([C:24](Cl)=[O:25])=[CH:22][CH:21]=1)(=[O:19])[C:13]1[CH:18]=[CH:17][CH:16]=[CH:15][CH:14]=1.O. Product: [CH3:8][N:9]([C:24](=[O:25])[C:23]1[CH:22]=[CH:21][C:20]([C:12](=[O:19])[C:13]2[CH:18]=[CH:17][CH:16]=[CH:15][CH:14]=2)=[CH:28][CH:27]=1)[O:10][CH3:11]. The catalyst class is: 4.